This data is from Full USPTO retrosynthesis dataset with 1.9M reactions from patents (1976-2016). The task is: Predict the reactants needed to synthesize the given product. (1) Given the product [CH2:10]([S:14][C:16]1[C:17](=[O:33])[C:18]2[S:22][C:21]([CH3:23])=[N:20][C:19]=2[C:24](=[O:32])[C:25]=1[NH:26][CH2:27][CH2:28][N:29]([CH3:30])[CH3:31])[CH2:11][CH2:12][CH3:13], predict the reactants needed to synthesize it. The reactants are: C(N(C(C)C)CC)(C)C.[CH2:10]([SH:14])[CH2:11][CH2:12][CH3:13].Br[C:16]1[C:17](=[O:33])[C:18]2[S:22][C:21]([CH3:23])=[N:20][C:19]=2[C:24](=[O:32])[C:25]=1[NH:26][CH2:27][CH2:28][N:29]([CH3:31])[CH3:30]. (2) Given the product [CH2:1]([S:8][C:9]1[CH:10]=[C:11]([N:15]([CH3:18])[C:16]#[N:17])[CH:12]=[CH:13][CH:14]=1)[C:2]1[CH:3]=[CH:4][CH:5]=[CH:6][CH:7]=1, predict the reactants needed to synthesize it. The reactants are: [CH2:1]([S:8][C:9]1[CH:10]=[C:11]([NH:15][C:16]#[N:17])[CH:12]=[CH:13][CH:14]=1)[C:2]1[CH:7]=[CH:6][CH:5]=[CH:4][CH:3]=1.[CH:18](N(C(C)C)CC)(C)C.CI. (3) Given the product [F:10][C:11]1[C:18]([F:19])=[CH:17][CH:16]=[CH:15][C:12]=1[CH:13]1[C:2]([C:1]([O:7][CH2:8][CH3:9])=[O:6])=[C:3]([CH3:5])[NH:20][C:3]([CH3:5])=[C:2]1[C:1]([O:7][CH2:8][CH3:9])=[O:21], predict the reactants needed to synthesize it. The reactants are: [C:1]([O:7][CH2:8][CH3:9])(=[O:6])[CH2:2][C:3]([CH3:5])=O.[F:10][C:11]1[C:18]([F:19])=[CH:17][CH:16]=[CH:15][C:12]=1[CH:13]=O.[NH4+:20].[OH-:21]. (4) Given the product [F:11][C:9]1[CH:10]=[C:2]([C:16]2[CH:15]=[N:14][N:13]([CH3:12])[CH:17]=2)[CH:3]=[C:4]2[C:8]=1[NH:7][CH2:6][CH2:5]2, predict the reactants needed to synthesize it. The reactants are: Br[C:2]1[CH:3]=[C:4]2[C:8](=[C:9]([F:11])[CH:10]=1)[NH:7][CH2:6][CH2:5]2.[CH3:12][N:13]1[CH:17]=[C:16](B2OC(C)(C)C(C)(C)O2)[CH:15]=[N:14]1.C([O-])([O-])=O.[Na+].[Na+]. (5) The reactants are: C(N1C=CN=C1)(N1C=CN=C1)=S.[CH2:13]([N:15]([CH2:28][CH3:29])[CH2:16][CH2:17][O:18][C:19]1[CH:24]=[CH:23][C:22]([N+:25]([O-])=O)=[CH:21][CH:20]=1)[CH3:14].CN(C)[CH:32]=[O:33]. Given the product [CH2:13]([N:15]([CH2:28][CH3:29])[CH2:16][CH2:17][O:18][C:19]1[CH:24]=[CH:23][C:22]([N:25]=[C:32]=[O:33])=[CH:21][CH:20]=1)[CH3:14], predict the reactants needed to synthesize it. (6) Given the product [Br:1][C:2]1[CH:3]=[C:4]2[CH:13]=[CH:12][NH:11][C:5]2=[N:6][C:7]=1[CH:8]1[CH2:9][CH2:10]1, predict the reactants needed to synthesize it. The reactants are: [Br:1][C:2]1[CH:3]=[C:4]2[CH:13]=[C:12]([Si](C)(C)C)[NH:11][C:5]2=[N:6][C:7]=1[CH:8]1[CH2:10][CH2:9]1.Cl.[OH-].[Na+].